This data is from Forward reaction prediction with 1.9M reactions from USPTO patents (1976-2016). The task is: Predict the product of the given reaction. (1) Given the reactants [CH3:1][O:2][C:3]1[C:4]([C:6]([NH:11][C:12]2[C:21]3[C:16](=[CH:17][C:18]([O:24][CH2:25][CH2:26][O:27][CH3:28])=[C:19]([O:22][CH3:23])[CH:20]=3)[N:15]=[CH:14][N:13]=2)=[CH:7][C:8](=[O:10])[CH:9]=1)=[O:5].[C:29]1([SH:35])[CH:34]=[CH:33][CH:32]=[CH:31][CH:30]=1.C(C1C(=O)C(Cl)=C(Cl)C(=O)C=1C#N)#N, predict the reaction product. The product is: [CH3:1][O:2][C:3]1[C:4](=[O:5])[C:6]([NH:11][C:12]2[C:21]3[C:16](=[CH:17][C:18]([O:24][CH2:25][CH2:26][O:27][CH3:28])=[C:19]([O:22][CH3:23])[CH:20]=3)[N:15]=[CH:14][N:13]=2)=[C:7]([S:35][C:29]2[CH:34]=[CH:33][CH:32]=[CH:31][CH:30]=2)[C:8]([CH:9]=1)=[O:10]. (2) Given the reactants [F:1][C:2]([F:22])([F:21])[C:3]1[CH:4]=[C:5]([C:9]2[CH:10]=[CH:11][C:12]3[N:18]4[CH2:19][C@H:15]([CH2:16][CH2:17]4)[NH:14][C:13]=3[N:20]=2)[CH:6]=[CH:7][CH:8]=1.Cl[C:24](Cl)([O:26]C(=O)OC(Cl)(Cl)Cl)Cl.[CH3:35][C:36]1([CH3:50])[O:40][C@H:39]([CH2:41][O:42][C:43]2[CH:48]=[C:47]([NH2:49])[CH:46]=[CH:45][N:44]=2)[CH2:38][O:37]1, predict the reaction product. The product is: [CH3:35][C:36]1([CH3:50])[O:40][C@H:39]([CH2:41][O:42][C:43]2[CH:48]=[C:47]([NH:49][C:24]([N:14]3[C@@H:15]4[CH2:19][N:18]([CH2:17][CH2:16]4)[C:12]4[CH:11]=[CH:10][C:9]([C:5]5[CH:6]=[CH:7][CH:8]=[C:3]([C:2]([F:21])([F:1])[F:22])[CH:4]=5)=[N:20][C:13]3=4)=[O:26])[CH:46]=[CH:45][N:44]=2)[CH2:38][O:37]1. (3) The product is: [CH3:1][S:2]([C:5]1[CH:10]=[CH:9][C:8]([CH2:11][C:12]([Cl:18])=[O:14])=[CH:7][CH:6]=1)(=[O:4])=[O:3]. Given the reactants [CH3:1][S:2]([C:5]1[CH:10]=[CH:9][C:8]([CH2:11][C:12]([OH:14])=O)=[CH:7][CH:6]=1)(=[O:4])=[O:3].C(Cl)(=O)C([Cl:18])=O, predict the reaction product. (4) The product is: [CH3:21][O:22][C:23]1[CH:29]=[C:28]([N:30]2[CH2:31][CH2:32][P:33]([CH3:37])(=[O:36])[CH2:34][CH2:35]2)[CH:27]=[CH:26][C:24]=1[NH:25][C:2]1[N:7]=[N:6][CH:5]=[C:4]([NH:8][C:9]2[CH:14]=[CH:13][CH:12]=[CH:11][C:10]=2[S:15]([CH:18]([CH3:20])[CH3:19])(=[O:17])=[O:16])[CH:3]=1. Given the reactants Cl[C:2]1[N:7]=[N:6][CH:5]=[C:4]([NH:8][C:9]2[CH:14]=[CH:13][CH:12]=[CH:11][C:10]=2[S:15]([CH:18]([CH3:20])[CH3:19])(=[O:17])=[O:16])[CH:3]=1.[CH3:21][O:22][C:23]1[CH:29]=[C:28]([N:30]2[CH2:35][CH2:34][P:33]([CH3:37])(=[O:36])[CH2:32][CH2:31]2)[CH:27]=[CH:26][C:24]=1[NH2:25].Cl, predict the reaction product.